This data is from Experimentally validated miRNA-target interactions with 360,000+ pairs, plus equal number of negative samples. The task is: Binary Classification. Given a miRNA mature sequence and a target amino acid sequence, predict their likelihood of interaction. (1) The miRNA is hsa-miR-3661 with sequence UGACCUGGGACUCGGACAGCUG. The protein sequence of the target gene is MRLNIAIFFGALFGALGVLLFLVAFGSDYWLLATEVGRCSGEKNIENVTFHHEGFFWRCWFNGIVEENDSNIWKFWYTNQPPSKNCTHAYLSPYPFMRGEHNSTSYDSAVIYRGFWAVLMLLGVVAVVIASFLIICAAPFASHFLYKAGGGSYIAAGILFSLVVMLYVIWVQAVADMESYRNMKMKDCLDFTPSVLYGWSFFLAPAGIFFSLLAGLLFLVVGWHIQIHH. Result: 0 (no interaction). (2) The miRNA is hsa-miR-155-5p with sequence UUAAUGCUAAUCGUGAUAGGGGUU. The protein sequence of the target gene is MAAQPPRGIRLSALCPKFLHTNSTSHTWPFSAVAELIDNAYDPDVNAKQIWIDKTVINDHICLTFTDNGNGMTSDKLHKMLSFGFSDKVTMNGHVPVGLYGNGFKSGSMRLGKDAIVFTKNGESMSVGLLSQTYLEVIKAEHVVVPIVAFNKHRQMINLAESKASLAAILEHSLFSTEQKLLAELDAIIGKKGTRIIIWNLRSYKNATEFDFEKDKYDIRIPEDLDEITGKKGYKKQERMDQIAPESDYSLRAYCSILYLKPRMQIILRGQKVKTQLVSKSLAYIERDVYRPKFLSKTVR.... Result: 1 (interaction).